This data is from NCI-60 drug combinations with 297,098 pairs across 59 cell lines. The task is: Regression. Given two drug SMILES strings and cell line genomic features, predict the synergy score measuring deviation from expected non-interaction effect. (1) Cell line: OVCAR-4. Drug 1: CN(C(=O)NC(C=O)C(C(C(CO)O)O)O)N=O. Synergy scores: CSS=60.4, Synergy_ZIP=-1.04, Synergy_Bliss=-0.433, Synergy_Loewe=-41.3, Synergy_HSA=-0.557. Drug 2: B(C(CC(C)C)NC(=O)C(CC1=CC=CC=C1)NC(=O)C2=NC=CN=C2)(O)O. (2) Drug 1: C1=CC(=CC=C1CC(C(=O)O)N)N(CCCl)CCCl.Cl. Drug 2: C1CC(=O)NC(=O)C1N2C(=O)C3=CC=CC=C3C2=O. Cell line: HOP-62. Synergy scores: CSS=15.1, Synergy_ZIP=-4.45, Synergy_Bliss=2.80, Synergy_Loewe=-6.85, Synergy_HSA=-0.507. (3) Drug 1: C1CC(C1)(C(=O)O)C(=O)O.[NH2-].[NH2-].[Pt+2]. Drug 2: CC1=C2C(C(=O)C3(C(CC4C(C3C(C(C2(C)C)(CC1OC(=O)C(C(C5=CC=CC=C5)NC(=O)C6=CC=CC=C6)O)O)OC(=O)C7=CC=CC=C7)(CO4)OC(=O)C)O)C)OC(=O)C. Cell line: NCI-H460. Synergy scores: CSS=12.0, Synergy_ZIP=-8.36, Synergy_Bliss=-3.27, Synergy_Loewe=-7.09, Synergy_HSA=-4.24. (4) Drug 1: CN(C)N=NC1=C(NC=N1)C(=O)N. Drug 2: COC1=C2C(=CC3=C1OC=C3)C=CC(=O)O2. Cell line: HL-60(TB). Synergy scores: CSS=20.6, Synergy_ZIP=13.2, Synergy_Bliss=8.10, Synergy_Loewe=8.03, Synergy_HSA=11.1. (5) Drug 1: CCC1=C2CN3C(=CC4=C(C3=O)COC(=O)C4(CC)O)C2=NC5=C1C=C(C=C5)O. Drug 2: B(C(CC(C)C)NC(=O)C(CC1=CC=CC=C1)NC(=O)C2=NC=CN=C2)(O)O. Cell line: SNB-19. Synergy scores: CSS=66.0, Synergy_ZIP=-1.68, Synergy_Bliss=-0.255, Synergy_Loewe=-4.72, Synergy_HSA=0.504. (6) Drug 1: CS(=O)(=O)OCCCCOS(=O)(=O)C. Drug 2: N.N.Cl[Pt+2]Cl. Cell line: SF-268. Synergy scores: CSS=43.3, Synergy_ZIP=-1.91, Synergy_Bliss=-1.81, Synergy_Loewe=-11.9, Synergy_HSA=-0.123. (7) Drug 1: CC12CCC(CC1=CCC3C2CCC4(C3CC=C4C5=CN=CC=C5)C)O. Drug 2: CN(CC1=CN=C2C(=N1)C(=NC(=N2)N)N)C3=CC=C(C=C3)C(=O)NC(CCC(=O)O)C(=O)O. Cell line: SR. Synergy scores: CSS=-6.25, Synergy_ZIP=-17.2, Synergy_Bliss=-42.0, Synergy_Loewe=-41.9, Synergy_HSA=-37.3. (8) Drug 1: CC(CN1CC(=O)NC(=O)C1)N2CC(=O)NC(=O)C2. Drug 2: C1C(C(OC1N2C=C(C(=O)NC2=O)F)CO)O. Cell line: PC-3. Synergy scores: CSS=61.1, Synergy_ZIP=16.7, Synergy_Bliss=16.5, Synergy_Loewe=19.0, Synergy_HSA=20.8. (9) Drug 1: C1=CC(=CC=C1CCCC(=O)O)N(CCCl)CCCl. Drug 2: C1CC(C1)(C(=O)O)C(=O)O.[NH2-].[NH2-].[Pt+2]. Cell line: M14. Synergy scores: CSS=42.2, Synergy_ZIP=-2.93, Synergy_Bliss=1.13, Synergy_Loewe=-0.266, Synergy_HSA=2.21. (10) Drug 1: C1=CC(=C2C(=C1NCCNCCO)C(=O)C3=C(C=CC(=C3C2=O)O)O)NCCNCCO. Drug 2: CC1=C(N=C(N=C1N)C(CC(=O)N)NCC(C(=O)N)N)C(=O)NC(C(C2=CN=CN2)OC3C(C(C(C(O3)CO)O)O)OC4C(C(C(C(O4)CO)O)OC(=O)N)O)C(=O)NC(C)C(C(C)C(=O)NC(C(C)O)C(=O)NCCC5=NC(=CS5)C6=NC(=CS6)C(=O)NCCC[S+](C)C)O. Cell line: OVCAR3. Synergy scores: CSS=40.4, Synergy_ZIP=2.00, Synergy_Bliss=3.10, Synergy_Loewe=-1.56, Synergy_HSA=5.81.